This data is from Reaction yield outcomes from USPTO patents with 853,638 reactions. The task is: Predict the reaction yield, written as a fraction of the theoretical maximum amount of product (1.0 means a 100% yield; for example, 0.34 means a 34% yield). (1) The reactants are [NH2:1][C:2]1[CH:7]=[CH:6][C:5]([CH2:8][CH2:9][NH2:10])=[CH:4][CH:3]=1.C[Si]([N-][Si](C)(C)C)(C)C.[Na+].[CH2:21]1[O:29][C@@H:22]1[C:23]1[CH:28]=[CH:27][CH:26]=[CH:25][CH:24]=1.Cl.C(OC(C)C)(=O)C.[OH-].[Na+]. The catalyst is O1CCCC1.CN1CCCN(C)C1=O. The product is [OH:29][C@H:22]([C:23]1[CH:28]=[CH:27][CH:26]=[CH:25][CH:24]=1)[CH2:21][NH:1][C:2]1[CH:7]=[CH:6][C:5]([CH2:8][CH2:9][NH2:10])=[CH:4][CH:3]=1. The yield is 0.590. (2) The reactants are [CH2:1]([O:3][C:4](=[O:23])[CH:5]([C:10]1[CH:15]=[CH:14][C:13]([N+:16]([O-])=O)=[C:12]([C:19]([F:22])([F:21])[F:20])[CH:11]=1)[CH2:6][CH:7]([CH3:9])[CH3:8])[CH3:2].[Sn](Cl)Cl.O. The catalyst is C(O)C. The product is [CH2:1]([O:3][C:4](=[O:23])[CH:5]([C:10]1[CH:15]=[CH:14][C:13]([NH2:16])=[C:12]([C:19]([F:21])([F:20])[F:22])[CH:11]=1)[CH2:6][CH:7]([CH3:9])[CH3:8])[CH3:2]. The yield is 0.890. (3) The reactants are C(OC(=O)[CH:5]([C:12](=[O:17])[C:13]([F:16])([F:15])[F:14])[CH2:6][C:7]([O:9][CH2:10][CH3:11])=[O:8])C.B(O)O. The catalyst is C(O)C. The product is [CH2:10]([O:9][C:7](=[O:8])[CH2:6][CH2:5][C:12](=[O:17])[C:13]([F:16])([F:15])[F:14])[CH3:11]. The yield is 0.430. (4) The reactants are Cl[C:2]1[N:7]=[C:6]([Cl:8])[N:5]=[C:4]([NH:9][C@@H:10]2[C:18]3[C:13](=[CH:14][CH:15]=[CH:16][CH:17]=3)[CH2:12][CH2:11]2)[N:3]=1.Cl.[NH2:20][C@@H:21]1[CH2:25][C@H:24]([CH2:26][OH:27])[C@@H:23]([OH:28])[C@H:22]1[OH:29].C(=O)([O-])[O-].[K+].[K+]. The catalyst is O1CCOCC1. The product is [Cl:8][C:6]1[N:5]=[C:4]([NH:9][C@@H:10]2[C:18]3[C:13](=[CH:14][CH:15]=[CH:16][CH:17]=3)[CH2:12][CH2:11]2)[N:3]=[C:2]([NH:20][C@@H:21]2[CH2:25][C@H:24]([CH2:26][OH:27])[C@@H:23]([OH:28])[C@H:22]2[OH:29])[N:7]=1. The yield is 0.880. (5) The reactants are [CH3:1][CH:2]([CH3:22])[CH2:3][C:4]1[C:14]2[O:13][CH2:12][CH2:11][N:10](C(OC(C)(C)C)=O)[CH2:9][C:8]=2[CH:7]=[CH:6][CH:5]=1.C(OCC)(=O)C.[ClH:29]. The catalyst is C(OCC)(=O)C. The product is [ClH:29].[CH3:1][CH:2]([CH3:22])[CH2:3][C:4]1[C:14]2[O:13][CH2:12][CH2:11][NH:10][CH2:9][C:8]=2[CH:7]=[CH:6][CH:5]=1. The yield is 0.937. (6) The reactants are [C:1]([C:3]1([C:14]2[CH:15]=[N:16][C:17]([CH3:20])=[N:18][CH:19]=2)[CH2:8][C:7](C(OC)=O)=[C:6]([OH:13])[CH2:5][CH2:4]1)#[N:2].[Na+].[Cl-].O. The catalyst is CS(C)=O. The product is [CH3:20][C:17]1[N:16]=[CH:15][C:14]([C:3]2([C:1]#[N:2])[CH2:4][CH2:5][C:6](=[O:13])[CH2:7][CH2:8]2)=[CH:19][N:18]=1. The yield is 0.410. (7) The product is [Cl:1][C:2]1[C:3]([F:20])=[C:4]([CH:5]2[C:6]3([C:10]4=[N:11][CH:12]=[C:13]([F:15])[CH:14]=[C:9]4[NH:8][C:7]3=[O:16])[CH:35]([CH2:36][C:37]([CH3:40])([CH3:39])[CH3:38])[NH:34][CH:33]2[C:32]([NH:31][C:28]2[CH:29]=[CH:30][C:25]([C:23]#[N:24])=[CH:26][C:27]=2[O:42][CH3:43])=[O:41])[CH:17]=[CH:18][CH:19]=1. The reactants are [Cl:1][C:2]1[C:3]([F:20])=[C:4]([CH:17]=[CH:18][CH:19]=1)/[CH:5]=[C:6]1\[C:7](=[O:16])[NH:8][C:9]2[C:10]\1=[N:11][CH:12]=[C:13]([F:15])[CH:14]=2.[Li+].[OH-].[C:23]([C:25]1[CH:30]=[CH:29][C:28]([NH:31][C:32](=[O:41])[CH2:33]/[N:34]=[CH:35]/[CH2:36][C:37]([CH3:40])([CH3:39])[CH3:38])=[C:27]([O:42][CH3:43])[CH:26]=1)#[N:24]. The yield is 0.110. The catalyst is O1CCCC1.